From a dataset of NCI-60 drug combinations with 297,098 pairs across 59 cell lines. Regression. Given two drug SMILES strings and cell line genomic features, predict the synergy score measuring deviation from expected non-interaction effect. (1) Drug 1: C1=NC2=C(N1)C(=S)N=C(N2)N. Drug 2: CC12CCC3C(C1CCC2O)C(CC4=C3C=CC(=C4)O)CCCCCCCCCS(=O)CCCC(C(F)(F)F)(F)F. Cell line: DU-145. Synergy scores: CSS=35.2, Synergy_ZIP=1.20, Synergy_Bliss=1.47, Synergy_Loewe=-3.78, Synergy_HSA=2.04. (2) Drug 1: C1=NC(=NC(=O)N1C2C(C(C(O2)CO)O)O)N. Drug 2: C1CN1C2=NC(=NC(=N2)N3CC3)N4CC4. Cell line: SK-OV-3. Synergy scores: CSS=23.6, Synergy_ZIP=-4.04, Synergy_Bliss=-0.228, Synergy_Loewe=-1.16, Synergy_HSA=0.903. (3) Drug 1: CCC1(CC2CC(C3=C(CCN(C2)C1)C4=CC=CC=C4N3)(C5=C(C=C6C(=C5)C78CCN9C7C(C=CC9)(C(C(C8N6C)(C(=O)OC)O)OC(=O)C)CC)OC)C(=O)OC)O.OS(=O)(=O)O. Drug 2: CC1=C(C=C(C=C1)C(=O)NC2=CC(=CC(=C2)C(F)(F)F)N3C=C(N=C3)C)NC4=NC=CC(=N4)C5=CN=CC=C5. Cell line: M14. Synergy scores: CSS=0.877, Synergy_ZIP=1.90, Synergy_Bliss=2.00, Synergy_Loewe=-3.82, Synergy_HSA=-3.75. (4) Drug 1: C1=CN(C(=O)N=C1N)C2C(C(C(O2)CO)O)O.Cl. Cell line: HCC-2998. Synergy scores: CSS=67.2, Synergy_ZIP=-9.32, Synergy_Bliss=-19.5, Synergy_Loewe=-14.6, Synergy_HSA=-14.5. Drug 2: CC1C(C(CC(O1)OC2CC(CC3=C2C(=C4C(=C3O)C(=O)C5=CC=CC=C5C4=O)O)(C(=O)C)O)N)O.